From a dataset of Catalyst prediction with 721,799 reactions and 888 catalyst types from USPTO. Predict which catalyst facilitates the given reaction. Reactant: [C:1]([OH:7])([C:3]([F:6])([F:5])[F:4])=[O:2].[F:8][C:9]([F:29])([F:28])[C:10]1[N:15]=[CH:14][C:13]([C:16]2[S:20][C:19]([C:21]([O:23]C(C)(C)C)=[O:22])=[N:18][CH:17]=2)=[CH:12][N:11]=1. Product: [F:4][C:3]([F:6])([F:5])[C:1]([OH:7])=[O:2].[F:29][C:9]([F:8])([F:28])[C:10]1[N:15]=[CH:14][C:13]([C:16]2[S:20][C:19]([C:21]([OH:23])=[O:22])=[N:18][CH:17]=2)=[CH:12][N:11]=1. The catalyst class is: 2.